This data is from Experimentally validated miRNA-target interactions with 360,000+ pairs, plus equal number of negative samples. The task is: Binary Classification. Given a miRNA mature sequence and a target amino acid sequence, predict their likelihood of interaction. (1) The miRNA is hsa-miR-6794-3p with sequence CUCACUCUCAGUCCCUCCCU. The protein sequence of the target gene is MSGARTAPALFFLGCSALALGVSSASQEHREAEYYVAAVYEHPSVLSPNPLELVSRQEALELMKQNLDVYEQQVMAAAQKGVQIIVFPEDGIHGFNFTRTSIYPFLDFMPSPKLVRWNPCLEPFRFNDTEVLQRLSCMAIKGGMFLVANLGTKQPCLSSDPGCPQDGRYQFNTNVVFSDNGTLVDRYRKHNLYFEAAFDTPANVDLITFDTPFAGKFGVFTCFDILFFDPAVRLLRDFEVKHIVYPTAWMNQLPLLAAIEIQKAFATAFGVNVLAANIHHPTLGMTGSGIHTPLKSFWYH.... Result: 0 (no interaction). (2) The miRNA is hsa-miR-5700 with sequence UAAUGCAUUAAAUUAUUGAAGG. The protein sequence of the target gene is MIPICPVVSFTYVPSRLGEDAKMATGNYFGFTHSGAAAAAAAAQYSQQPASGVAYSHPTTVASYTVHQAPVAAHTVTAAYAPAAATVAVARPAPVAVAAAATAAAYGGYPTAHTATDYGYTQRQQEAPPPPPPATTQNYQDSYSYVRSTAPAVAYDSKQYYQQPTATAAAVAAAAQPQPSVAETYYQTAPKAGYSQGATQYTQAQQTRQVTAIKPATPSPATTTFSIYPVSSTVQPVAAAATVVPSYTQSATYSTTAVTYSGTSYSGYEAAVYSAASSYYQQQQQQQKQAAAAAAAAAAT.... Result: 1 (interaction). (3) The miRNA is mmu-miR-466j with sequence UGUGUGCAUGUGCAUGUGUGUAA. The protein sequence of the target gene is MGAGALALGASEPCNLSSAAPLPDGAATAARLLVLASPPASLLPPASEGSAPLSQQWTAGMGLLLALIVLLIVVGNVLVIVAIAKTPRLQTLTNLFIMSLASADLVMGLLVVPFGATIVVWGRWEYGSFFCELWTSVDVLCVTASIETLCVIALDRYLAITSPFRYQSLLTRARARALVCTVWAISALVSFLPILMHWWRAESDEARRCYNDPKCCDFVTNRAYAIASSVVSFYVPLCIMAFVYLRVFREAQKQVKKIDSCERRFLGGPARPPSPEPSPSPGPPRPADSLANGRSSKRRP.... Result: 0 (no interaction). (4) The miRNA is mmu-miR-410-3p with sequence AAUAUAACACAGAUGGCCUGU. The protein sequence of the target gene is MAKATSGAAGLGLKLILLLPLLGEAPLGLYFSRDAYWERLYVDQPAGTPLLYVHALRDAPGEVPSFRLGQHLYGVYRTRLHENDWIRINETTGLLYLNQSLDHSSWEQLSIRNGGFPLLTIFLQVFLGSTAQREGECHWPGCTRVYFSFINDTFPNCSSFKAQDLCIPETAVSFRVRENRPPGTFYHFHMLPVQFLCPNISVKYSLLGGDSLPFRCDPDCLEVSTRWALDRELREKYVLEALCIVAGPGANKETVTLSFPVTVYDEDDSAPTFSGGVGTASAVVEFKRKEGTVVATLQVF.... Result: 1 (interaction).